This data is from Forward reaction prediction with 1.9M reactions from USPTO patents (1976-2016). The task is: Predict the product of the given reaction. (1) Given the reactants [CH3:1][C:2]1[C:7]([C:8]([OH:10])=O)=[CH:6][N:5]=[C:4]([C:11]2[CH:12]=[N:13][CH:14]=[CH:15][CH:16]=2)[N:3]=1.CN(C(SC1[N+]([O-])=CC=CC=1)=[N+](C)C)C.F[P-](F)(F)(F)(F)F.CCN(C(C)C)C(C)C.[F:48][C:49]1[CH:50]=[C:51]2[C:55](=[CH:56][CH:57]=1)[N:54]([NH2:58])[CH2:53][C:52]2([CH3:60])[CH3:59], predict the reaction product. The product is: [F:48][C:49]1[CH:50]=[C:51]2[C:55](=[CH:56][CH:57]=1)[N:54]([NH:58][C:8]([C:7]1[C:2]([CH3:1])=[N:3][C:4]([C:11]3[CH:12]=[N:13][CH:14]=[CH:15][CH:16]=3)=[N:5][CH:6]=1)=[O:10])[CH2:53][C:52]2([CH3:60])[CH3:59]. (2) Given the reactants [OH:1][CH:2]1[CH:21]=[CH:20][C:5]2[O:6][CH2:7][C:8]3[CH:19]=[CH:18][CH:17]=[CH:16][C:9]=3/[C:10](=[CH:11]/[CH2:12][CH2:13][NH:14][CH3:15])/[C:4]=2[CH2:3]1, predict the reaction product. The product is: [OH:1][C:2]1[CH:21]=[CH:20][C:5]2[O:6][CH2:7][C:8]3[CH:19]=[CH:18][CH:17]=[CH:16][C:9]=3/[C:10](=[CH:11]\[CH2:12][CH2:13][NH:14][CH3:15])/[C:4]=2[CH:3]=1. (3) Given the reactants [Cl:1][C:2]1[C:11]2[C:6](=[CH:7][CH:8]=[C:9]([C:12]3[O:13][C:14]([CH3:17])=[N:15][N:16]=3)[CH:10]=2)[N:5]=[CH:4][N:3]=1.[O:18]([C:25]1[CH:31]=[CH:30][C:28]([NH2:29])=[CH:27][CH:26]=1)[C:19]1[CH:24]=[CH:23][CH:22]=[CH:21][CH:20]=1, predict the reaction product. The product is: [ClH:1].[O:18]([C:25]1[CH:26]=[CH:27][C:28]([NH:29][C:2]2[C:11]3[C:6](=[CH:7][CH:8]=[C:9]([C:12]4[O:13][C:14]([CH3:17])=[N:15][N:16]=4)[CH:10]=3)[N:5]=[CH:4][N:3]=2)=[CH:30][CH:31]=1)[C:19]1[CH:24]=[CH:23][CH:22]=[CH:21][CH:20]=1. (4) The product is: [NH2:20][CH:16]([C:13]1([OH:15])[CH2:12][N:11]([C:9]([C:4]2[CH:5]=[CH:6][C:7]([F:8])=[C:2]([F:1])[C:3]=2[NH:23][C:24]2[CH:29]=[CH:28][C:27]([I:30])=[CH:26][C:25]=2[F:31])=[O:10])[CH2:14]1)[CH:17]([CH3:18])[CH3:19]. Given the reactants [F:1][C:2]1[C:3]([NH:23][C:24]2[CH:29]=[CH:28][C:27]([I:30])=[CH:26][C:25]=2[F:31])=[C:4]([C:9]([N:11]2[CH2:14][C:13]([CH:16]([N+:20]([O-])=O)[CH:17]([CH3:19])[CH3:18])([OH:15])[CH2:12]2)=[O:10])[CH:5]=[CH:6][C:7]=1[F:8].C1COCC1.O.C([O-])=O.[NH4+], predict the reaction product. (5) Given the reactants Br[C:2]1[CH:3]=[C:4]2[C:10]([CH2:11][C:12]3[CH:13]=[CH:14][C:15]([NH:19][CH2:20][C:21]4[CH:22]=[N:23][C:24]([O:28][CH3:29])=[C:25]([F:27])[CH:26]=4)=[N:16][C:17]=3[F:18])=[CH:9][NH:8][C:5]2=[N:6][CH:7]=1.[CH3:30][N:31](C)C(=O)C, predict the reaction product. The product is: [F:18][C:17]1[C:12]([CH2:11][C:10]2[C:4]3[C:5](=[N:6][CH:7]=[C:2]([C:30]#[N:31])[CH:3]=3)[NH:8][CH:9]=2)=[CH:13][CH:14]=[C:15]([NH:19][CH2:20][C:21]2[CH:22]=[N:23][C:24]([O:28][CH3:29])=[C:25]([F:27])[CH:26]=2)[N:16]=1. (6) Given the reactants Cl[C:2]1[N:7]=[C:6]([C:8]([O:10][CH3:11])=[O:9])[CH:5]=[C:4]([NH:12][C:13]2[S:14][C:15]([C:18]#[N:19])=[CH:16][N:17]=2)[N:3]=1.CCN(C(C)C)C(C)C.[CH3:29][C:30]1[CH:35]=[CH:34][C:33]([CH:36]2[CH2:40][CH2:39][CH2:38][NH:37]2)=[CH:32][CH:31]=1.CN1C(=O)CCC1, predict the reaction product. The product is: [C:18]([C:15]1[S:14][C:13]([NH:12][C:4]2[N:3]=[C:2]([N:37]3[CH2:38][CH2:39][CH2:40][CH:36]3[C:33]3[CH:34]=[CH:35][C:30]([CH3:29])=[CH:31][CH:32]=3)[N:7]=[C:6]([C:8]([O:10][CH3:11])=[O:9])[CH:5]=2)=[N:17][CH:16]=1)#[N:19]. (7) Given the reactants [N:1]1[CH:6]=[CH:5][N:4]=[CH:3][C:2]=1[CH:7]=O.[CH3:9][O:10][C:11]1[CH:12]=[C:13]([CH:15]=[CH:16][CH:17]=1)[NH2:14], predict the reaction product. The product is: [CH3:9][O:10][C:11]1[CH:12]=[C:13]([CH:15]=[CH:16][CH:17]=1)[N:14]=[CH:7][C:2]1[CH:3]=[N:4][CH:5]=[CH:6][N:1]=1. (8) Given the reactants C(O[BH-](OC(=O)C)OC(=O)C)(=O)C.[Na+].[ClH:15].[CH3:16][CH:17]([NH:19][C:20]1[C:25]([C:26]#[N:27])=[CH:24][C:23]([C:28]2[O:32][N:31]=[C:30]([C:33]3[C:34]([CH3:43])=[C:35]4[C:40](=[CH:41][CH:42]=3)[CH2:39][NH:38][CH2:37][CH2:36]4)[N:29]=2)=[CH:22][N:21]=1)[CH3:18].[O:44]=[CH:45][C@@H:46]([CH2:48]O)[OH:47].C(=O)([O-])O.[Na+], predict the reaction product. The product is: [ClH:15].[OH:47][C@H:46]([CH2:45][OH:44])[CH2:48][N:38]1[CH2:37][CH2:36][C:35]2[C:40](=[CH:41][CH:42]=[C:33]([C:30]3[N:29]=[C:28]([C:23]4[CH:24]=[C:25]([C:26]#[N:27])[C:20]([NH:19][CH:17]([CH3:16])[CH3:18])=[N:21][CH:22]=4)[O:32][N:31]=3)[C:34]=2[CH3:43])[CH2:39]1. (9) Given the reactants [CH3:1][N:2]([CH3:12])[C:3]1[CH:8]=[CH:7][CH:6]=[C:5]([N+:9]([O-:11])=[O:10])[CH:4]=1.[Cl:13]N1C(=O)CCC1=O, predict the reaction product. The product is: [CH3:1][N:2]([CH3:12])[C:3]1[CH:8]=[CH:7][CH:6]=[C:5]([N+:9]([O-:11])=[O:10])[C:4]=1[Cl:13].